Dataset: Full USPTO retrosynthesis dataset with 1.9M reactions from patents (1976-2016). Task: Predict the reactants needed to synthesize the given product. (1) Given the product [Br:22][C:23]1[CH:28]=[CH:27][C:26]([C:29]2[O:21][N:19]=[C:16]3[CH:15]=[CH:14][C:13]([C:12]4[N:8]([C:3]5[CH:4]=[CH:5][CH:6]=[CH:7][C:2]=5[F:1])[N:9]=[CH:10][CH:11]=4)=[CH:18][C:17]=23)=[CH:25][CH:24]=1, predict the reactants needed to synthesize it. The reactants are: [F:1][C:2]1[CH:7]=[CH:6][CH:5]=[CH:4][C:3]=1[N:8]1[C:12]([C:13]2[CH:18]=[CH:17][C:16]([N+:19]([O-:21])=O)=[CH:15][CH:14]=2)=[CH:11][CH:10]=[N:9]1.[Br:22][C:23]1[CH:28]=[CH:27][C:26]([CH2:29]C#N)=[CH:25][CH:24]=1. (2) Given the product [NH:8]1[C:16]2[C:11](=[CH:12][CH:13]=[CH:14][CH:15]=2)[C:10]2([C:27]3[C:23]4=[N:24][O:25][N:26]=[C:22]4[CH:21]=[CH:20][C:19]=3[O:18][CH2:17]2)[C:9]1=[O:28], predict the reactants needed to synthesize it. The reactants are: C1(C(C2C=CC=CC=2)[N:8]2[C:16]3[C:11](=[CH:12][CH:13]=[CH:14][CH:15]=3)[C:10]3([C:27]4[C:23]5=[N:24][O:25][N:26]=[C:22]5[CH:21]=[CH:20][C:19]=4[O:18][CH2:17]3)[C:9]2=[O:28])C=CC=CC=1.C1(C(C2C=CC=CC=2)N2C3C(=CC=CC=3)C3(C4C=C(C)C(OC)=CC=4OC3)C2=O)C=CC=CC=1.